The task is: Predict the reactants needed to synthesize the given product.. This data is from Full USPTO retrosynthesis dataset with 1.9M reactions from patents (1976-2016). (1) Given the product [C:1]([O:5][C:6]([C:8]1[CH:13]=[CH:12][C:11]([C:14]2[C:15]([C:29]([O:31][CH2:32][CH3:33])=[O:30])=[N:16][N:17]([C:23]3[CH:28]=[CH:27][CH:26]=[C:25]([C:49]([O:48][CH3:46])=[O:63])[CH:24]=3)[C:18]=2[CH2:19][CH2:20][CH2:21][CH3:22])=[C:10]([C:34]([N:36]2[CH2:45][CH2:44][C:43]3[C:38](=[CH:39][CH:40]=[CH:41][CH:42]=3)[CH2:37]2)=[O:35])[CH:9]=1)=[O:7])([CH3:3])([CH3:4])[CH3:2], predict the reactants needed to synthesize it. The reactants are: [C:1]([O:5][C:6]([C:8]1[CH:13]=[CH:12][C:11]([C:14]2[C:15]([C:29]([O:31][CH2:32][CH3:33])=[O:30])=[N:16][N:17]([C:23]3[CH:28]=[CH:27][CH:26]=[CH:25][CH:24]=3)[C:18]=2[CH2:19][CH2:20][CH2:21][CH3:22])=[C:10]([C:34]([N:36]2[CH2:45][CH2:44][C:43]3[C:38](=[CH:39][CH:40]=[CH:41][CH:42]=3)[CH2:37]2)=[O:35])[CH:9]=1)=[O:7])([CH3:4])([CH3:3])[CH3:2].[CH2:46]([O:48][C:49](=[O:63])/C=N/NC1C=C(C=CC=1)[C:49]([O:48][CH3:46])=[O:63])C.[N+](C(CCCC)=CC1C=CC(C(OC(C)(C)C)=O)=CC=1C(N1CCC2C(=CC=CC=2)C1)=O)([O-])=O. (2) Given the product [Cl:5][C:6]1[CH:42]=[CH:41][C:40]([N:43]2[CH:47]=[CH:46][CH:45]=[N:44]2)=[CH:39][C:7]=1[C:8]([NH:10][C:11](=[O:38])[NH:12][C:13]1[S:14][C:15]2[CH:21]=[C:20]([S:22]([CH:25]3[CH2:30][CH2:29][N:28]([CH3:31])[CH2:27][CH2:26]3)(=[O:24])=[O:23])[CH:19]=[CH:18][C:16]=2[N:17]=1)=[O:9], predict the reactants needed to synthesize it. The reactants are: C(Cl)(=O)C.[Cl:5][C:6]1[CH:42]=[CH:41][C:40]([N:43]2[CH:47]=[CH:46][CH:45]=[N:44]2)=[CH:39][C:7]=1[C:8]([NH:10][C:11](=[O:38])[NH:12][C:13]1[S:14][C:15]2[CH:21]=[C:20]([S:22]([CH:25]3[CH2:30][CH2:29][N:28]([C:31](OC(C)(C)C)=O)[CH2:27][CH2:26]3)(=[O:24])=[O:23])[CH:19]=[CH:18][C:16]=2[N:17]=1)=[O:9].C=O.C([BH3-])#N.[Na+]. (3) Given the product [CH3:1][NH:2][C:3]1[N:8]=[C:7]([CH2:9][CH2:10][O:11][C:12]2[CH:17]=[CH:16][C:15]([CH2:18][CH2:19][CH2:20][C:21]([OH:23])=[O:22])=[CH:14][CH:13]=2)[CH:6]=[CH:5][CH:4]=1, predict the reactants needed to synthesize it. The reactants are: [CH3:1][NH:2][C:3]1[N:8]=[C:7]([CH2:9][CH2:10][O:11][C:12]2[CH:17]=[CH:16][C:15]([CH2:18][CH2:19][CH2:20][C:21]([O:23]C)=[O:22])=[CH:14][CH:13]=2)[CH:6]=[CH:5][CH:4]=1.[Li+].[OH-]. (4) Given the product [CH2:28]([C@H:7]1[CH2:8][N:9]([C:12]2[CH:21]=[CH:20][C:19]([O:22][CH3:23])=[C:18]3[C:13]=2[CH:14]=[CH:15][C:16]([C:24]([F:26])([F:25])[F:27])=[N:17]3)[CH2:10][CH2:11][N:6]1[CH2:5][C:4]([NH2:36])=[O:35])[C:29]1[CH:30]=[CH:31][CH:32]=[CH:33][CH:34]=1, predict the reactants needed to synthesize it. The reactants are: C(O[C:4](=[O:35])[CH2:5][N:6]1[CH2:11][CH2:10][N:9]([C:12]2[CH:21]=[CH:20][C:19]([O:22][CH3:23])=[C:18]3[C:13]=2[CH:14]=[CH:15][C:16]([C:24]([F:27])([F:26])[F:25])=[N:17]3)[CH2:8][C@@H:7]1[CH2:28][C:29]1[CH:34]=[CH:33][CH:32]=[CH:31][CH:30]=1)C.[NH3:36].[C-]#N.[Na+].